Predict the product of the given reaction. From a dataset of Forward reaction prediction with 1.9M reactions from USPTO patents (1976-2016). (1) Given the reactants BrC1C=CC=C2C=1C(=O)C(=O)N2CCCCC.[O:18]=[C:19]1[C:27](=[O:28])[C:26]2[C:21](=[CH:22][CH:23]=[CH:24][CH:25]=2)[N:20]1[CH2:29][C:30]([O:32][CH2:33][CH3:34])=[O:31].O1C2C=CC(O)=CC=2OC1.[CH2:45]1[C:53]2[C:48](=[CH:49][C:50]([OH:54])=[CH:51][CH:52]=2)[CH2:47][CH2:46]1, predict the reaction product. The product is: [OH:28][C:27]1([C:51]2[CH:52]=[C:53]3[C:48](=[CH:49][C:50]=2[OH:54])[CH2:47][CH2:46][CH2:45]3)[C:26]2[C:21](=[CH:22][CH:23]=[CH:24][CH:25]=2)[N:20]([CH2:29][C:30]([O:32][CH2:33][CH3:34])=[O:31])[C:19]1=[O:18]. (2) The product is: [Cl:1][C:2]1[CH:3]=[C:4]([CH:9]([C:11]2[N:20]=[C:19]([NH:21][C:22]3[CH:26]=[C:25]([CH3:27])[NH:24][N:23]=3)[C:18]3[C:13](=[CH:14][CH:15]=[CH:16][CH:17]=3)[N:12]=2)[OH:10])[CH:5]=[CH:6][C:7]=1[F:8]. Given the reactants [Cl:1][C:2]1[CH:3]=[C:4]([C:9]([C:11]2[N:20]=[C:19]([NH:21][C:22]3[CH:26]=[C:25]([CH3:27])[NH:24][N:23]=3)[C:18]3[C:13](=[CH:14][CH:15]=[CH:16][CH:17]=3)[N:12]=2)=[O:10])[CH:5]=[CH:6][C:7]=1[F:8].[BH4-].[Na+], predict the reaction product. (3) The product is: [CH3:1][C:11]1[N:12]([S:19]([C:22]2[CH:27]=[CH:26][CH:25]=[CH:24][CH:23]=2)(=[O:20])=[O:21])[C:13]2=[N:14][CH:15]=[CH:16][CH:17]=[C:18]2[C:10]=1[CH3:9]. Given the reactants [CH:1]([N-]C(C)C)(C)C.[Li+].[CH3:9][C:10]1[C:18]2[C:13](=[N:14][CH:15]=[CH:16][CH:17]=2)[N:12]([S:19]([C:22]2[CH:27]=[CH:26][CH:25]=[CH:24][CH:23]=2)(=[O:21])=[O:20])[CH:11]=1.CI.O, predict the reaction product.